Dataset: Retrosynthesis with 50K atom-mapped reactions and 10 reaction types from USPTO. Task: Predict the reactants needed to synthesize the given product. Given the product CC(C)COc1ncc(N2CCOc3cc4c(NS(C)(=O)=O)noc4cc32)cc1Cl, predict the reactants needed to synthesize it. The reactants are: CC(C)COc1ncc(N2CCOc3cc4c(N)noc4cc32)cc1Cl.CS(=O)(=O)Cl.